Dataset: Catalyst prediction with 721,799 reactions and 888 catalyst types from USPTO. Task: Predict which catalyst facilitates the given reaction. (1) Reactant: [NH2:1][C:2]1[C:7]([CH2:8][OH:9])=[CH:6][N:5]=[C:4]([S:10][CH2:11][CH3:12])[N:3]=1. Product: [NH2:1][C:2]1[C:7]([CH:8]=[O:9])=[CH:6][N:5]=[C:4]([S:10][CH2:11][CH3:12])[N:3]=1. The catalyst class is: 703. (2) Reactant: CO[C:3]1[CH:7]=[CH:6][S:5][C:4]=1OC.[Cl:10][CH2:11][CH:12]([OH:15])[CH2:13][OH:14].C1(C)C(S(O)(=O)=O)=CC=CC=1. Product: [Cl:10][CH2:11][CH:12]1[O:15][C:3]2=[CH:4][S:5][CH:6]=[C:7]2[O:14][CH2:13]1. The catalyst class is: 11. (3) Reactant: [N+:1]([C:4]1[CH:12]=[C:11]2[C:7]([CH:8]=[CH:9][NH:10]2)=[CH:6][CH:5]=1)([O-:3])=[O:2].[H-].[Na+].[CH3:15]I.O. Product: [CH3:15][N:10]1[C:11]2[C:7](=[CH:6][CH:5]=[C:4]([N+:1]([O-:3])=[O:2])[CH:12]=2)[CH:8]=[CH:9]1. The catalyst class is: 42. (4) Reactant: ClC(Cl)([O:4][C:5](=O)[O:6]C(Cl)(Cl)Cl)Cl.[NH2:13][C:14]1[CH:21]=[CH:20][C:17]([CH2:18][NH2:19])=[CH:16][CH:15]=1.[C:22]([NH:26][C:27](=[O:29])[O-])([CH3:25])([CH3:24])C.C(N([CH:36]([CH3:38])[CH3:37])CC)(C)C.C(N[CH2:43][CH:44]([C:46]1[CH:51]=[CH:50][C:49]([Cl:52])=[C:48]([Cl:53])[CH:47]=1)[OH:45])(C)C.[CH2:54](Cl)Cl. Product: [C:36]([O:6][C:5](=[O:4])[NH:19][CH2:18][C:17]1[CH:20]=[CH:21][C:14]([NH:13][C:27]([N:26]([CH2:43][CH:44]([C:46]2[CH:51]=[CH:50][C:49]([Cl:52])=[C:48]([Cl:53])[CH:47]=2)[OH:45])[CH:22]([CH3:24])[CH3:25])=[O:29])=[CH:15][CH:16]=1)([CH3:38])([CH3:54])[CH3:37]. The catalyst class is: 25. (5) The catalyst class is: 8. Product: [Cl:9][CH2:8][CH2:7][CH:6]([C:2]1[S:1][CH:5]=[CH:4][CH:3]=1)[OH:10]. Reactant: [S:1]1[CH:5]=[CH:4][CH:3]=[C:2]1[C:6](=[O:10])[CH2:7][CH2:8][Cl:9].[BH4-].[Na+].